Dataset: Full USPTO retrosynthesis dataset with 1.9M reactions from patents (1976-2016). Task: Predict the reactants needed to synthesize the given product. (1) Given the product [F:35][C:11]([F:10])([F:34])[C:12]([N:14]([CH2:24][C:25]1([CH2:31][O:32][CH3:33])[CH2:30][CH2:29][N:28]([C:41]([C:39]2[CH:40]=[N:36][NH:37][CH:38]=2)=[O:42])[CH2:27][CH2:26]1)[C@@H:15]1[CH2:17][C@H:16]1[C:18]1[CH:23]=[CH:22][CH:21]=[CH:20][CH:19]=1)=[O:13], predict the reactants needed to synthesize it. The reactants are: C(N(CC)C(C)C)(C)C.[F:10][C:11]([F:35])([F:34])[C:12]([N:14]([CH2:24][C:25]1([CH2:31][O:32][CH3:33])[CH2:30][CH2:29][NH:28][CH2:27][CH2:26]1)[C@@H:15]1[CH2:17][C@H:16]1[C:18]1[CH:23]=[CH:22][CH:21]=[CH:20][CH:19]=1)=[O:13].[NH:36]1[CH:40]=[C:39]([C:41](O)=[O:42])[CH:38]=[N:37]1.F[P-](F)(F)(F)(F)F.N1(O[P+](N(C)C)(N(C)C)N(C)C)C2C=CC=CC=2N=N1. (2) Given the product [NH2:1][C:2]1[N:6]([CH3:7])[N:5]=[CH:4][C:3]=1[C:8]([NH:11][CH2:12][CH2:13][NH:14][C:15]([C:22]1[CH:27]=[CH:26][CH:25]=[CH:24][CH:23]=1)([C:16]1[CH:17]=[CH:18][CH:19]=[CH:20][CH:21]=1)[C:28]1[CH:33]=[CH:32][CH:31]=[CH:30][CH:29]=1)=[O:10], predict the reactants needed to synthesize it. The reactants are: [NH2:1][C:2]1[N:6]([CH3:7])[N:5]=[CH:4][C:3]=1[C:8]([OH:10])=O.[NH2:11][CH2:12][CH2:13][NH:14][C:15]([C:28]1[CH:33]=[CH:32][CH:31]=[CH:30][CH:29]=1)([C:22]1[CH:27]=[CH:26][CH:25]=[CH:24][CH:23]=1)[C:16]1[CH:21]=[CH:20][CH:19]=[CH:18][CH:17]=1.C(N(CC)CC)C.Cl.CN(C)CCCN=C=NCC. (3) Given the product [C:24]([O:28][C:29](=[O:37])[NH:30][CH:31]1[CH2:36][CH2:35][N:34]([CH2:16][C:15]2[CH:22]=[CH:23][C:12]([NH:11][C:9]([O:8][CH2:1][C:2]3[CH:7]=[CH:6][CH:5]=[CH:4][CH:3]=3)=[O:10])=[CH:13][CH:14]=2)[CH2:33][CH2:32]1)([CH3:27])([CH3:25])[CH3:26], predict the reactants needed to synthesize it. The reactants are: [CH2:1]([O:8][C:9]([NH:11][C:12]1[CH:23]=[CH:22][C:15]([CH2:16]OS(C)(=O)=O)=[CH:14][CH:13]=1)=[O:10])[C:2]1[CH:7]=[CH:6][CH:5]=[CH:4][CH:3]=1.[C:24]([O:28][C:29](=[O:37])[NH:30][CH:31]1[CH2:36][CH2:35][NH:34][CH2:33][CH2:32]1)([CH3:27])([CH3:26])[CH3:25].C(=O)(O)[O-].[K+]. (4) The reactants are: [H-].[Na+].[CH3:3][CH:4]1[CH2:9][CH2:8][N:7]([C:10]([C:12]2[CH:20]=[CH:19][C:18]3[NH:17][C:16]4[CH2:21][CH2:22][N:23]([C:25]([O:27][C:28]([CH3:31])([CH3:30])[CH3:29])=[O:26])[CH2:24][C:15]=4[C:14]=3[CH:13]=2)=[O:11])[CH2:6][CH2:5]1.Br[CH2:33][C:34]([O:36][CH2:37][CH3:38])=[O:35]. Given the product [CH2:37]([O:36][C:34](=[O:35])[CH2:33][N:17]1[C:18]2[CH:19]=[CH:20][C:12]([C:10]([N:7]3[CH2:8][CH2:9][CH:4]([CH3:3])[CH2:5][CH2:6]3)=[O:11])=[CH:13][C:14]=2[C:15]2[CH2:24][N:23]([C:25]([O:27][C:28]([CH3:30])([CH3:29])[CH3:31])=[O:26])[CH2:22][CH2:21][C:16]1=2)[CH3:38], predict the reactants needed to synthesize it. (5) Given the product [OH:16][CH2:15][C@@H:12]1[CH2:11][CH2:10][C@H:9]([NH:8][C:6](=[O:7])[O:5][C:1]([CH3:3])([CH3:2])[CH3:4])[CH2:14][CH2:13]1, predict the reactants needed to synthesize it. The reactants are: [C:1]([O:5][C:6]([NH:8][C@@H:9]1[CH2:14][CH2:13][C@H:12]([C:15](OCC)=[O:16])[CH2:11][CH2:10]1)=[O:7])([CH3:4])([CH3:3])[CH3:2].CO.[Li+].[BH4-]. (6) The reactants are: [Cl:1][C:2]1[CH:3]=[CH:4][C:5]([F:11])=[C:6]([C:8](=O)[CH3:9])[CH:7]=1.[O:12]1[CH2:17][CH2:16][N:15]([S:18]([C:21]2[CH:22]=[C:23]([CH:28]=[CH:29][CH:30]=2)[C:24]([NH:26][NH2:27])=[O:25])(=[O:20])=[O:19])[CH2:14][CH2:13]1. Given the product [Cl:1][C:2]1[CH:3]=[CH:4][C:5]([F:11])=[C:6](/[C:8](=[N:27]/[NH:26][C:24](=[O:25])[C:23]2[CH:28]=[CH:29][CH:30]=[C:21]([S:18]([N:15]3[CH2:16][CH2:17][O:12][CH2:13][CH2:14]3)(=[O:19])=[O:20])[CH:22]=2)/[CH3:9])[CH:7]=1, predict the reactants needed to synthesize it.